From a dataset of NCI-60 drug combinations with 297,098 pairs across 59 cell lines. Regression. Given two drug SMILES strings and cell line genomic features, predict the synergy score measuring deviation from expected non-interaction effect. (1) Synergy scores: CSS=13.9, Synergy_ZIP=-8.92, Synergy_Bliss=-11.2, Synergy_Loewe=-9.46, Synergy_HSA=-7.71. Cell line: OVCAR-5. Drug 2: CC12CCC3C(C1CCC2OP(=O)(O)O)CCC4=C3C=CC(=C4)OC(=O)N(CCCl)CCCl.[Na+]. Drug 1: CN1CCC(CC1)COC2=C(C=C3C(=C2)N=CN=C3NC4=C(C=C(C=C4)Br)F)OC. (2) Drug 1: CN1CCC(CC1)COC2=C(C=C3C(=C2)N=CN=C3NC4=C(C=C(C=C4)Br)F)OC. Drug 2: CCCS(=O)(=O)NC1=C(C(=C(C=C1)F)C(=O)C2=CNC3=C2C=C(C=N3)C4=CC=C(C=C4)Cl)F. Cell line: PC-3. Synergy scores: CSS=1.09, Synergy_ZIP=-1.85, Synergy_Bliss=0.629, Synergy_Loewe=-10.1, Synergy_HSA=-2.06. (3) Drug 1: CC12CCC3C(C1CCC2=O)CC(=C)C4=CC(=O)C=CC34C. Drug 2: COC1=CC(=CC(=C1O)OC)C2C3C(COC3=O)C(C4=CC5=C(C=C24)OCO5)OC6C(C(C7C(O6)COC(O7)C8=CC=CS8)O)O. Cell line: HCT116. Synergy scores: CSS=87.5, Synergy_ZIP=0.266, Synergy_Bliss=1.70, Synergy_Loewe=0.198, Synergy_HSA=2.44. (4) Drug 1: CC1=C(C(=CC=C1)Cl)NC(=O)C2=CN=C(S2)NC3=CC(=NC(=N3)C)N4CCN(CC4)CCO. Drug 2: C1CCC(C(C1)N)N.C(=O)(C(=O)[O-])[O-].[Pt+4]. Cell line: NCI-H460. Synergy scores: CSS=37.5, Synergy_ZIP=0.762, Synergy_Bliss=1.85, Synergy_Loewe=-0.565, Synergy_HSA=0.0189. (5) Drug 1: CC1=CC=C(C=C1)C2=CC(=NN2C3=CC=C(C=C3)S(=O)(=O)N)C(F)(F)F. Drug 2: CC1=C(C=C(C=C1)C(=O)NC2=CC(=CC(=C2)C(F)(F)F)N3C=C(N=C3)C)NC4=NC=CC(=N4)C5=CN=CC=C5. Cell line: SR. Synergy scores: CSS=-6.09, Synergy_ZIP=2.64, Synergy_Bliss=1.25, Synergy_Loewe=-7.51, Synergy_HSA=-6.48. (6) Drug 1: C1CC(C1)(C(=O)O)C(=O)O.[NH2-].[NH2-].[Pt+2]. Drug 2: CC1=C(C(=CC=C1)Cl)NC(=O)C2=CN=C(S2)NC3=CC(=NC(=N3)C)N4CCN(CC4)CCO. Cell line: HT29. Synergy scores: CSS=38.2, Synergy_ZIP=1.46, Synergy_Bliss=1.17, Synergy_Loewe=-10.4, Synergy_HSA=3.34. (7) Drug 1: CNC(=O)C1=CC=CC=C1SC2=CC3=C(C=C2)C(=NN3)C=CC4=CC=CC=N4. Drug 2: CC1OCC2C(O1)C(C(C(O2)OC3C4COC(=O)C4C(C5=CC6=C(C=C35)OCO6)C7=CC(=C(C(=C7)OC)O)OC)O)O. Cell line: SK-MEL-5. Synergy scores: CSS=17.2, Synergy_ZIP=-6.58, Synergy_Bliss=3.77, Synergy_Loewe=-12.3, Synergy_HSA=-1.73.